The task is: Predict which catalyst facilitates the given reaction.. This data is from Catalyst prediction with 721,799 reactions and 888 catalyst types from USPTO. Product: [CH3:27][O:28][C:29]1[CH:30]=[C:31]2[C:35](=[CH:36][CH:37]=1)[NH:34][CH:33]=[C:32]2[C:38]1[CH2:39][CH2:40][N:41]([CH2:12][CH:13]2[O:26][C:17]3=[C:18]4[C:23](=[CH:24][CH:25]=[C:16]3[O:15][CH2:14]2)[N:22]=[CH:21][CH:20]=[CH:19]4)[CH2:42][CH:43]=1. The catalyst class is: 16. Reactant: CC1C=CC(S(O[CH2:12][C@@H:13]2[O:26][C:17]3=[C:18]4[C:23](=[CH:24][CH:25]=[C:16]3[O:15][CH2:14]2)[N:22]=[CH:21][CH:20]=[CH:19]4)(=O)=O)=CC=1.[CH3:27][O:28][C:29]1[CH:30]=[C:31]2[C:35](=[CH:36][CH:37]=1)[NH:34][CH:33]=[C:32]2[C:38]1[CH2:39][CH2:40][NH:41][CH2:42][CH:43]=1.